From a dataset of Forward reaction prediction with 1.9M reactions from USPTO patents (1976-2016). Predict the product of the given reaction. (1) The product is: [Br:1][C:2]1[CH:3]=[CH:4][C:5]2[O:10][C:9]([CH2:11][N:19]3[CH2:20][CH2:21][CH:16]([CH3:15])[CH2:17][CH2:18]3)=[CH:8][C:7](=[O:13])[C:6]=2[CH:14]=1. Given the reactants [Br:1][C:2]1[CH:3]=[CH:4][C:5]2[O:10][C:9]([CH2:11]Br)=[CH:8][C:7](=[O:13])[C:6]=2[CH:14]=1.[CH3:15][CH:16]1[CH2:21][CH2:20][NH:19][CH2:18][CH2:17]1.C(=O)([O-])[O-].[K+].[K+], predict the reaction product. (2) Given the reactants [C:1]([N:4]([C:30]1[CH:35]=[CH:34][C:33]([Cl:36])=[CH:32][CH:31]=1)[C@H:5]1[C:14]2[C:9](=[CH:10][CH:11]=[CH:12][CH:13]=2)[N:8]([C:15]([C:17]2[O:21][N:20]=[C:19]([O:22][CH2:23][C:24]([O:26]CC)=[O:25])[CH:18]=2)=[O:16])[C@@H:7]([CH3:29])[CH2:6]1)(=[O:3])[CH3:2].O.[OH-].[Li+], predict the reaction product. The product is: [C:1]([N:4]([C:30]1[CH:31]=[CH:32][C:33]([Cl:36])=[CH:34][CH:35]=1)[C@H:5]1[C:14]2[C:9](=[CH:10][CH:11]=[CH:12][CH:13]=2)[N:8]([C:15]([C:17]2[O:21][N:20]=[C:19]([O:22][CH2:23][C:24]([OH:26])=[O:25])[CH:18]=2)=[O:16])[C@@H:7]([CH3:29])[CH2:6]1)(=[O:3])[CH3:2]. (3) The product is: [Cl:1][C:2]1[C:7]([F:8])=[C:6](/[CH:9]=[CH:10]/[N+:11]([O-:13])=[O:12])[CH:5]=[CH:4][N:3]=1. Given the reactants [Cl:1][C:2]1[C:7]([F:8])=[C:6]([CH:9](O)[CH2:10][N+:11]([O-:13])=[O:12])[CH:5]=[CH:4][N:3]=1.CS(Cl)(=O)=O.CCN(CC)CC.C(=O)(O)[O-].[Na+], predict the reaction product. (4) Given the reactants [NH2:1][C:2]1[CH:3]=[CH:4][C:5]([CH3:9])=[C:6]([OH:8])[CH:7]=1.[C:10]([C:12]1([C:15]2[CH:16]=[C:17]([CH:21]=[CH:22][CH:23]=2)[C:18](O)=[O:19])[CH2:14][CH2:13]1)#[N:11].C(Cl)(=O)C(Cl)=O.C(=O)([O-])O.[Na+], predict the reaction product. The product is: [C:10]([C:12]1([C:15]2[CH:16]=[C:17]([CH:21]=[CH:22][CH:23]=2)[C:18]([NH:1][C:2]2[CH:3]=[CH:4][C:5]([CH3:9])=[C:6]([OH:8])[CH:7]=2)=[O:19])[CH2:13][CH2:14]1)#[N:11]. (5) Given the reactants [Cl:1][C:2]1[CH:3]=[C:4]([CH:8]=[CH:9][C:10]=1[OH:11])[C:5]([OH:7])=[O:6].[Br:12][C:13]1[CH:20]=[CH:19][CH:18]=[C:17](F)[C:14]=1[C:15]#[N:16].C(=O)([O-])[O-].[K+].[K+].O, predict the reaction product. The product is: [Br:12][C:13]1[C:14]([C:15]#[N:16])=[C:17]([CH:18]=[CH:19][CH:20]=1)[O:11][C:10]1[CH:9]=[CH:8][C:4]([C:5]([OH:7])=[O:6])=[CH:3][C:2]=1[Cl:1]. (6) Given the reactants [CH3:1][O:2][C:3]1[CH:8]=[CH:7][N:6]2[N:9]=[C:10]([C:12]3[CH:17]=[CH:16][CH:15]=[CH:14][CH:13]=3)[CH:11]=[C:5]2[CH:4]=1.[C:18](OC(=O)C)(=[O:20])[CH3:19].CS(O)(=O)=O.[N+](C1C=CC=CC=1)([O-])=O.[OH-].[Na+], predict the reaction product. The product is: [CH3:1][O:2][C:3]1[CH:8]=[CH:7][N:6]2[N:9]=[C:10]([C:12]3[CH:13]=[CH:14][CH:15]=[CH:16][CH:17]=3)[C:11]([C:18](=[O:20])[CH3:19])=[C:5]2[CH:4]=1. (7) Given the reactants [CH3:1][C:2]1[NH:7][C:6](=[O:8])[C:5]([C:9]#[N:10])=[C:4]([C:11]2[CH:16]=[CH:15][N:14]=[CH:13][CH:12]=2)[CH:3]=1.[BH4-].[Na+].II.Cl, predict the reaction product. The product is: [NH2:10][CH2:9][C:5]1[C:6](=[O:8])[NH:7][C:2]([CH3:1])=[CH:3][C:4]=1[C:11]1[CH:12]=[CH:13][N:14]=[CH:15][CH:16]=1.